Task: Predict the reaction yield, written as a fraction of the theoretical maximum amount of product (1.0 means a 100% yield; for example, 0.34 means a 34% yield).. Dataset: Reaction yield outcomes from USPTO patents with 853,638 reactions (1) The reactants are [N:1]1[C:6]2[S:7][CH:8]=[CH:9][C:5]=2[C:4](=[O:10])[NH:3][N:2]=1.[C:11](=O)([O-])[O-].[K+].[K+].IC.[I-].[K+]. The catalyst is CC(C)=O. The product is [CH3:11][N:3]1[C:4](=[O:10])[C:5]2[CH:9]=[CH:8][S:7][C:6]=2[N:1]=[N:2]1. The yield is 0.570. (2) The reactants are [C:1]([C:3]1[CH:8]=[CH:7][CH:6]=[CH:5][C:4]=1[CH:9]([CH3:14])[C:10]([O:12][CH3:13])=[O:11])#[CH:2].C(N(CC)CC)C.Cl[C:23]1[C:28]([C:29]([F:32])([F:31])[F:30])=[CH:27][N:26]=[C:25]([NH:33][C:34]2[CH:39]=[CH:38][C:37]([CH:40]3[CH2:45][CH2:44][N:43]([C:46]([O:48][C:49]([CH3:52])([CH3:51])[CH3:50])=[O:47])[CH2:42][CH2:41]3)=[CH:36][CH:35]=2)[N:24]=1.C1(P(C2C=CC=CC=2)C2C=CC=CC=2)C=CC=CC=1. The catalyst is CN(C)C=O.CCOC(C)=O.Cl[Pd](Cl)([P](C1C=CC=CC=1)(C1C=CC=CC=1)C1C=CC=CC=1)[P](C1C=CC=CC=1)(C1C=CC=CC=1)C1C=CC=CC=1.[Cu]I. The product is [CH3:13][O:12][C:10](=[O:11])[CH:9]([C:4]1[CH:5]=[CH:6][CH:7]=[CH:8][C:3]=1[C:1]#[C:2][C:27]1[C:28]([C:29]([F:30])([F:31])[F:32])=[CH:23][N:24]=[C:25]([NH:33][C:34]2[CH:39]=[CH:38][C:37]([CH:40]3[CH2:41][CH2:42][N:43]([C:46]([O:48][C:49]([CH3:52])([CH3:51])[CH3:50])=[O:47])[CH2:44][CH2:45]3)=[CH:36][CH:35]=2)[N:26]=1)[CH3:14]. The yield is 0.540. (3) The product is [Br:1][C:2]1[CH:10]=[C:9]2[C:5]([C:6]([CH:28]([F:30])[F:29])=[CH:7][N:8]2[S:11]([C:14]2[CH:19]=[CH:18][C:17]([O:20][CH3:21])=[C:16]([N:22]3[CH2:27][CH2:26][N:25]([CH:42]4[CH2:44][CH2:43]4)[CH2:24][CH2:23]3)[CH:15]=2)(=[O:13])=[O:12])=[CH:4][CH:3]=1. The yield is 0.400. The reactants are [Br:1][C:2]1[CH:10]=[C:9]2[C:5]([C:6]([CH:28]([F:30])[F:29])=[CH:7][N:8]2[S:11]([C:14]2[CH:19]=[CH:18][C:17]([O:20][CH3:21])=[C:16]([N:22]3[CH2:27][CH2:26][NH:25][CH2:24][CH2:23]3)[CH:15]=2)(=[O:13])=[O:12])=[CH:4][CH:3]=1.C([BH3-])#N.[Na+].C(O)(=O)C.CCO[C:42]1(O[Si](C)(C)C)[CH2:44][CH2:43]1. The catalyst is CO. (4) The yield is 0.940. The catalyst is C1COCC1.O. The reactants are [CH:1]([N:4]1[C:8]([C:9]2[CH:14]=[CH:13][N:12]=[C:11]([NH:15][C:16]3[CH:26]=[CH:25][C:19]([C:20]([O:22]CC)=[O:21])=[CH:18][CH:17]=3)[N:10]=2)=[CH:7][N:6]=[C:5]1[CH3:27])([CH3:3])[CH3:2].[OH-].[Na+:29]. The product is [Na+:29].[CH:1]([N:4]1[C:8]([C:9]2[CH:14]=[CH:13][N:12]=[C:11]([NH:15][C:16]3[CH:26]=[CH:25][C:19]([C:20]([O-:22])=[O:21])=[CH:18][CH:17]=3)[N:10]=2)=[CH:7][N:6]=[C:5]1[CH3:27])([CH3:3])[CH3:2]. (5) The reactants are Cl.[Cl:2][C:3]1[C:8]([C@@H:9]2[CH2:11][C@H:10]2[NH:12]C(=O)OC(C)(C)C)=[CH:7][CH:6]=[C:5]([C:20]2[CH:25]=[CH:24][CH:23]=[C:22]([C:26]([F:29])([F:28])[F:27])[CH:21]=2)[N:4]=1. The catalyst is O1CCOCC1. The product is [ClH:2].[Cl:2][C:3]1[C:8]([C@@H:9]2[CH2:11][C@H:10]2[NH2:12])=[CH:7][CH:6]=[C:5]([C:20]2[CH:25]=[CH:24][CH:23]=[C:22]([C:26]([F:27])([F:28])[F:29])[CH:21]=2)[N:4]=1. The yield is 0.950. (6) The reactants are [Si:1]([O:8][CH2:9][C:10]1[C:11]([N+:22]([O-])=O)=[C:12]([CH:19]=[CH:20][CH:21]=1)[C:13]([N:15]([O:17][CH3:18])[CH3:16])=[O:14])([C:4]([CH3:7])([CH3:6])[CH3:5])([CH3:3])[CH3:2]. The catalyst is CCOC(C)=O.[Pd]. The product is [NH2:22][C:11]1[C:10]([CH2:9][O:8][Si:1]([C:4]([CH3:7])([CH3:6])[CH3:5])([CH3:2])[CH3:3])=[CH:21][CH:20]=[CH:19][C:12]=1[C:13]([N:15]([O:17][CH3:18])[CH3:16])=[O:14]. The yield is 0.820. (7) The reactants are [CH2:1]([O:3][C:4]([C:6]1[C:7]([OH:22])=[C:8]2[CH:14]=[CH:13][N:12]([CH2:15][C:16]3[CH:21]=[CH:20][CH:19]=[CH:18][CH:17]=3)[C:9]2=[CH:10][N:11]=1)=[O:5])[CH3:2].[C:23](Cl)(=[O:28])[C:24]([CH3:27])([CH3:26])[CH3:25].C(N(CC)CC)C. The catalyst is CN(C)C1C=CN=CC=1.ClCCl.CCOC(C)=O. The product is [CH2:1]([O:3][C:4]([C:6]1[C:7]([O:22][C:23](=[O:28])[C:24]([CH3:27])([CH3:26])[CH3:25])=[C:8]2[CH:14]=[CH:13][N:12]([CH2:15][C:16]3[CH:17]=[CH:18][CH:19]=[CH:20][CH:21]=3)[C:9]2=[CH:10][N:11]=1)=[O:5])[CH3:2]. The yield is 0.930.